Dataset: Full USPTO retrosynthesis dataset with 1.9M reactions from patents (1976-2016). Task: Predict the reactants needed to synthesize the given product. (1) The reactants are: [CH3:1][C:2](=[O:12])[CH2:3][CH2:4][CH2:5][CH2:6][CH2:7][CH2:8][CH2:9][CH2:10][CH3:11].[H-].[Na+].[C:15]1([CH3:21])[CH:20]=[CH:19][CH:18]=[CH:17][CH:16]=1.[C:22]([O:29]CC)(=O)[C:23]([O:25]CC)=O. Given the product [CH3:11][CH2:10][CH2:9][CH2:8][CH2:7][CH2:6][CH2:5][CH2:4][CH2:3][C:2](=[O:12])[CH2:1][C:23](=[O:25])[C:22](=[O:29])[CH2:1][C:2](=[O:12])[CH2:3][CH2:4][CH2:16][CH2:17][CH2:18][CH2:19][CH2:20][CH2:15][CH3:21], predict the reactants needed to synthesize it. (2) The reactants are: [C:1]([C:3]1[CH:8]=[CH:7][C:6]([N:9]([CH2:14][C:15]([CH3:18])([CH3:17])[CH3:16])[CH2:10][C:11]([OH:13])=O)=[CH:5][C:4]=1[C:19]([F:22])([F:21])[F:20])#[N:2].C(Cl)(=O)C(Cl)=O.[NH4+:29].[OH-]. Given the product [C:1]([C:3]1[CH:8]=[CH:7][C:6]([N:9]([CH2:14][C:15]([CH3:16])([CH3:18])[CH3:17])[CH2:10][C:11]([NH2:29])=[O:13])=[CH:5][C:4]=1[C:19]([F:22])([F:20])[F:21])#[N:2], predict the reactants needed to synthesize it. (3) Given the product [Cl:48][C:45]1[S:44][C:43]([C:41]([NH:40][CH2:39][C@@H:37]2[O:36][C:35](=[O:49])[N:34]([C:31]3[CH:32]=[CH:33][C:28]([N:24]4[CH:25]=[CH:26][CH:27]=[C:22]([CH2:21][CH2:20][OH:19])[C:23]4=[O:51])=[C:29]([CH3:50])[CH:30]=3)[CH2:38]2)=[O:42])=[CH:47][CH:46]=1, predict the reactants needed to synthesize it. The reactants are: Cl.[Si]([O:19][CH2:20][CH2:21][C:22]1[C:23](=[O:51])[N:24]([C:28]2[CH:33]=[CH:32][C:31]([N:34]3[CH2:38][C@H:37]([CH2:39][NH:40][C:41]([C:43]4[S:44][C:45]([Cl:48])=[CH:46][CH:47]=4)=[O:42])[O:36][C:35]3=[O:49])=[CH:30][C:29]=2[CH3:50])[CH:25]=[CH:26][CH:27]=1)(C(C)(C)C)(C1C=CC=CC=1)C1C=CC=CC=1. (4) Given the product [CH3:12][O:11][CH2:10][CH2:9][O:8][C:6]1[CH:7]=[C:2]([B:14]2[O:18][C:17]([CH3:20])([CH3:19])[C:16]([CH3:22])([CH3:21])[O:15]2)[C:3]([CH3:13])=[N:4][CH:5]=1, predict the reactants needed to synthesize it. The reactants are: Br[C:2]1[C:3]([CH3:13])=[N:4][CH:5]=[C:6]([O:8][CH2:9][CH2:10][O:11][CH3:12])[CH:7]=1.[B:14]1([B:14]2[O:18][C:17]([CH3:20])([CH3:19])[C:16]([CH3:22])([CH3:21])[O:15]2)[O:18][C:17]([CH3:20])([CH3:19])[C:16]([CH3:22])([CH3:21])[O:15]1.C(Cl)Cl.CC([O-])=O.[K+]. (5) Given the product [CH3:38][O:39][C:40]1[CH:45]=[CH:44][C:43]([N:46]2[CH2:4][C:6]3[C:7](=[N:8][C:9]([NH:83][C:48]4[CH:53]=[CH:52][CH:51]=[CH:50][CH:49]=4)=[N:10][CH:11]=3)[N:14]([C@@H:15]3[CH2:19][CH2:18][O:17][CH2:16]3)[C:33]2=[O:35])=[CH:42][CH:41]=1, predict the reactants needed to synthesize it. The reactants are: C(O[C:4]([C:6]1[C:7]([NH:14][C@@H:15]2[CH2:19][CH2:18][O:17][CH2:16]2)=[N:8][C:9](SC)=[N:10][CH:11]=1)=O)C.[H-].[Al+3].[Li+].[H-].[H-].[H-].C(C(C([C:33]([O-:35])=O)O)O)([O-])=O.[Na+].[K+].[CH3:38][O:39][C:40]1[CH:45]=[CH:44][C:43]([NH2:46])=[CH:42][CH:41]=1.O.[C:48]1(C)[CH:53]=[CH:52][C:51](S(O)(=O)=O)=[CH:50][CH:49]=1.C(Cl)(Cl)=O.C1(C)C=CC=CC=1.ClC1C=C(C=CC=1)C(OO)=O.C([N:83](CC)CC)C. (6) Given the product [F:22][C:23]1[C:28]([F:29])=[CH:27][CH:26]=[CH:25][C:24]=1[C:30]1[CH:38]=[CH:37][CH:36]=[C:35]2[C:31]=1[C:32](=[CH:20][C:3]1[NH:4][C:5]3[CH2:11][CH2:10][CH2:9][N:8]([CH2:12][CH2:13][N:14]4[CH2:15][CH2:16][CH2:17][CH2:18]4)[C:7](=[O:19])[C:6]=3[C:2]=1[CH3:1])[C:33](=[O:39])[NH:34]2, predict the reactants needed to synthesize it. The reactants are: [CH3:1][C:2]1[C:6]2[C:7](=[O:19])[N:8]([CH2:12][CH2:13][N:14]3[CH2:18][CH2:17][CH2:16][CH2:15]3)[CH2:9][CH2:10][CH2:11][C:5]=2[NH:4][C:3]=1[CH:20]=O.[F:22][C:23]1[C:28]([F:29])=[CH:27][CH:26]=[CH:25][C:24]=1[C:30]1[CH:38]=[CH:37][CH:36]=[C:35]2[C:31]=1[CH2:32][C:33](=[O:39])[NH:34]2.N1CCCCC1. (7) Given the product [CH2:1]([C@H:3]1[O:8][CH2:7][C@@H:6]([C:9]2[CH:10]=[CH:11][CH:12]=[CH:13][CH:14]=2)[N:5]([C:16]([O:18][C:19]([CH3:22])([CH3:21])[CH3:20])=[O:17])[C:4]1=[O:15])[CH3:2], predict the reactants needed to synthesize it. The reactants are: [CH2:1]([C@H:3]1[O:8][CH2:7][C@@H:6]([C:9]2[CH:14]=[CH:13][CH:12]=[CH:11][CH:10]=2)[NH:5][C:4]1=[O:15])[CH3:2].[C:16](O[C:16]([O:18][C:19]([CH3:22])([CH3:21])[CH3:20])=[O:17])([O:18][C:19]([CH3:22])([CH3:21])[CH3:20])=[O:17].